From a dataset of NCI-60 drug combinations with 297,098 pairs across 59 cell lines. Regression. Given two drug SMILES strings and cell line genomic features, predict the synergy score measuring deviation from expected non-interaction effect. (1) Drug 1: CC1=C2C(C(=O)C3(C(CC4C(C3C(C(C2(C)C)(CC1OC(=O)C(C(C5=CC=CC=C5)NC(=O)C6=CC=CC=C6)O)O)OC(=O)C7=CC=CC=C7)(CO4)OC(=O)C)O)C)OC(=O)C. Drug 2: C1=NC2=C(N1)C(=S)N=CN2. Cell line: HOP-92. Synergy scores: CSS=42.7, Synergy_ZIP=-9.42, Synergy_Bliss=-6.92, Synergy_Loewe=-3.63, Synergy_HSA=-0.983. (2) Drug 1: CC12CCC(CC1=CCC3C2CCC4(C3CC=C4C5=CN=CC=C5)C)O. Drug 2: CN(CCCl)CCCl.Cl. Cell line: NCI-H460. Synergy scores: CSS=-7.30, Synergy_ZIP=-2.78, Synergy_Bliss=-5.98, Synergy_Loewe=-30.5, Synergy_HSA=-10.6. (3) Drug 2: CC12CCC3C(C1CCC2OP(=O)(O)O)CCC4=C3C=CC(=C4)OC(=O)N(CCCl)CCCl.[Na+]. Synergy scores: CSS=1.04, Synergy_ZIP=-1.12, Synergy_Bliss=0.765, Synergy_Loewe=-5.21, Synergy_HSA=-2.26. Cell line: SF-539. Drug 1: C(=O)(N)NO. (4) Drug 1: C1=CC(=CC=C1C#N)C(C2=CC=C(C=C2)C#N)N3C=NC=N3. Drug 2: C(CCl)NC(=O)N(CCCl)N=O. Cell line: MDA-MB-231. Synergy scores: CSS=8.29, Synergy_ZIP=-2.14, Synergy_Bliss=1.31, Synergy_Loewe=-2.62, Synergy_HSA=-2.48. (5) Cell line: BT-549. Synergy scores: CSS=14.5, Synergy_ZIP=0.694, Synergy_Bliss=3.74, Synergy_Loewe=-24.2, Synergy_HSA=1.62. Drug 2: C1C(C(OC1N2C=NC3=C(N=C(N=C32)Cl)N)CO)O. Drug 1: CCCS(=O)(=O)NC1=C(C(=C(C=C1)F)C(=O)C2=CNC3=C2C=C(C=N3)C4=CC=C(C=C4)Cl)F.